This data is from Catalyst prediction with 721,799 reactions and 888 catalyst types from USPTO. The task is: Predict which catalyst facilitates the given reaction. (1) Reactant: [F:1][C:2]([F:25])([F:24])[C:3]1[CH:8]=[CH:7][CH:6]=[CH:5][C:4]=1[CH2:9][NH:10][CH:11]1[CH2:16][CH2:15][N:14]([C:17]([O:19][C:20]([CH3:23])([CH3:22])[CH3:21])=[O:18])[CH2:13][CH2:12]1.C(N(CC)CC)C.[F:33][C:34]([F:45])([F:44])[C:35](O[C:35](=[O:36])[C:34]([F:45])([F:44])[F:33])=[O:36]. Product: [F:25][C:2]([F:24])([F:1])[C:3]1[CH:8]=[CH:7][CH:6]=[CH:5][C:4]=1[CH2:9][N:10]([C:35](=[O:36])[C:34]([F:45])([F:44])[F:33])[CH:11]1[CH2:12][CH2:13][N:14]([C:17]([O:19][C:20]([CH3:22])([CH3:21])[CH3:23])=[O:18])[CH2:15][CH2:16]1. The catalyst class is: 172. (2) Reactant: [CH3:1][C:2]1[O:3][C:4]([CH3:9])=[CH:5][C:6](=[O:8])[CH:7]=1. Product: [CH3:1][C@H:2]1[CH2:7][C:6](=[O:8])[CH2:5][C@@H:4]([CH3:9])[O:3]1. The catalyst class is: 8.